The task is: Predict the reaction yield, written as a fraction of the theoretical maximum amount of product (1.0 means a 100% yield; for example, 0.34 means a 34% yield).. This data is from Reaction yield outcomes from USPTO patents with 853,638 reactions. (1) The reactants are [CH3:1][N:2]([CH3:8])[CH:3]1[CH2:7][CH2:6][NH:5][CH2:4]1.Cl[C:10]1[N:11]=[CH:12][C:13]([C:16]([NH:18][C:19]2[NH:20][N:21]=[C:22]([CH2:24][CH2:25][C:26]3[CH:31]=[C:30]([O:32][CH3:33])[CH:29]=[C:28]([O:34][CH3:35])[CH:27]=3)[CH:23]=2)=[O:17])=[N:14][CH:15]=1. The catalyst is CS(C)=O.CO. The product is [CH3:33][O:32][C:30]1[CH:31]=[C:26]([CH2:25][CH2:24][C:22]2[CH:23]=[C:19]([NH:18][C:16]([C:13]3[CH:12]=[N:11][C:10]([N:5]4[CH2:6][CH2:7][CH:3]([N:2]([CH3:8])[CH3:1])[CH2:4]4)=[CH:15][N:14]=3)=[O:17])[NH:20][N:21]=2)[CH:27]=[C:28]([O:34][CH3:35])[CH:29]=1. The yield is 0.800. (2) The reactants are [I-].[CH3:2][C:3]1[N:10]2[C:6](=[N+:7]([CH3:15])[C:8]3[CH:14]=[CH:13][CH:12]=[CH:11][C:9]=32)[S:5][CH:4]=1.[CH3:16][O-:17].[Na+]. The catalyst is CO. The yield is 0.800. The product is [CH3:15][N:7]1[C:8]2[CH:14]=[CH:13][CH:12]=[CH:11][C:9]=2[N:10](/[C:3](/[CH3:2])=[CH:4]\[S:5][CH3:6])[C:16]1=[O:17].